This data is from Reaction yield outcomes from USPTO patents with 853,638 reactions. The task is: Predict the reaction yield, written as a fraction of the theoretical maximum amount of product (1.0 means a 100% yield; for example, 0.34 means a 34% yield). (1) The reactants are [Cl:1][C:2]1[C:3]([C:22](=[O:31])[NH:23][C:24]2[CH:29]=[CH:28][C:27]([F:30])=[CH:26][CH:25]=2)=[C:4]([NH:8][C:9](=O)[C@@H:10]([NH:13][C:14](=[O:20])[O:15][C:16]([CH3:19])([CH3:18])[CH3:17])[CH2:11][CH3:12])[CH:5]=[CH:6][CH:7]=1.C(N(CC)CC)C.C/C(/O[Si](C)(C)C)=N\[Si](C)(C)C. The catalyst is C(#N)C. The product is [Cl:1][C:2]1[CH:7]=[CH:6][CH:5]=[C:4]2[C:3]=1[C:22](=[O:31])[N:23]([C:24]1[CH:29]=[CH:28][C:27]([F:30])=[CH:26][CH:25]=1)[C:9]([C@@H:10]([NH:13][C:14](=[O:20])[O:15][C:16]([CH3:19])([CH3:18])[CH3:17])[CH2:11][CH3:12])=[N:8]2. The yield is 0.935. (2) The reactants are Cl.[NH2:2][C:3]1[CH:4]=[C:5]([CH2:11][CH2:12][NH:13][C:14](=[O:16])[CH3:15])[CH:6]=[CH:7][C:8]=1[O:9][CH3:10].CN(C)C=O.[CH2:22]=[C:23]1[O:27][C:25](=[O:26])[CH2:24]1.C(N(CC)CC)C. The catalyst is O. The yield is 0.965. The product is [C:14]([NH:13][CH2:12][CH2:11][C:5]1[CH:6]=[CH:7][C:8]([O:9][CH3:10])=[C:3]([NH:2][C:25](=[O:26])[CH2:24][C:23](=[O:27])[CH3:22])[CH:4]=1)(=[O:16])[CH3:15].